Dataset: NCI-60 drug combinations with 297,098 pairs across 59 cell lines. Task: Regression. Given two drug SMILES strings and cell line genomic features, predict the synergy score measuring deviation from expected non-interaction effect. (1) Drug 1: C1=C(C(=O)NC(=O)N1)N(CCCl)CCCl. Drug 2: C(=O)(N)NO. Cell line: HOP-92. Synergy scores: CSS=34.8, Synergy_ZIP=-9.70, Synergy_Bliss=1.85, Synergy_Loewe=-18.4, Synergy_HSA=3.40. (2) Drug 1: C1=CC(=CC=C1CCC2=CNC3=C2C(=O)NC(=N3)N)C(=O)NC(CCC(=O)O)C(=O)O. Drug 2: CCCCCOC(=O)NC1=NC(=O)N(C=C1F)C2C(C(C(O2)C)O)O. Cell line: SK-MEL-2. Synergy scores: CSS=11.0, Synergy_ZIP=-4.82, Synergy_Bliss=-4.76, Synergy_Loewe=-34.7, Synergy_HSA=-3.85. (3) Drug 1: C1CC(=O)NC(=O)C1N2C(=O)C3=CC=CC=C3C2=O. Drug 2: CC1=C(C(=O)C2=C(C1=O)N3CC4C(C3(C2COC(=O)N)OC)N4)N. Cell line: HCT-15. Synergy scores: CSS=21.7, Synergy_ZIP=-1.10, Synergy_Bliss=3.27, Synergy_Loewe=-11.7, Synergy_HSA=3.19. (4) Drug 1: CC1=C2C(C(=O)C3(C(CC4C(C3C(C(C2(C)C)(CC1OC(=O)C(C(C5=CC=CC=C5)NC(=O)C6=CC=CC=C6)O)O)OC(=O)C7=CC=CC=C7)(CO4)OC(=O)C)O)C)OC(=O)C. Drug 2: CC12CCC3C(C1CCC2O)C(CC4=C3C=CC(=C4)O)CCCCCCCCCS(=O)CCCC(C(F)(F)F)(F)F. Cell line: HCT-15. Synergy scores: CSS=4.43, Synergy_ZIP=-0.724, Synergy_Bliss=-0.955, Synergy_Loewe=2.43, Synergy_HSA=0.799. (5) Drug 1: C(CN)CNCCSP(=O)(O)O. Drug 2: CC12CCC3C(C1CCC2OP(=O)(O)O)CCC4=C3C=CC(=C4)OC(=O)N(CCCl)CCCl.[Na+]. Cell line: NCIH23. Synergy scores: CSS=9.53, Synergy_ZIP=2.76, Synergy_Bliss=-1.29, Synergy_Loewe=-3.17, Synergy_HSA=-0.962. (6) Drug 1: C1=CC(=CC=C1CCC2=CNC3=C2C(=O)NC(=N3)N)C(=O)NC(CCC(=O)O)C(=O)O. Drug 2: COC1=NC(=NC2=C1N=CN2C3C(C(C(O3)CO)O)O)N. Cell line: ACHN. Synergy scores: CSS=23.3, Synergy_ZIP=-8.42, Synergy_Bliss=-0.484, Synergy_Loewe=-11.1, Synergy_HSA=1.58. (7) Cell line: CAKI-1. Drug 2: CC1=C(C(=O)C2=C(C1=O)N3CC4C(C3(C2COC(=O)N)OC)N4)N. Drug 1: C(CC(=O)O)C(=O)CN.Cl. Synergy scores: CSS=38.6, Synergy_ZIP=-13.5, Synergy_Bliss=-5.76, Synergy_Loewe=-28.9, Synergy_HSA=-6.18.